From a dataset of Full USPTO retrosynthesis dataset with 1.9M reactions from patents (1976-2016). Predict the reactants needed to synthesize the given product. Given the product [NH2:1][C:4]1[CH:5]=[CH:6][C:7]2[O:12][C@:11]([CH3:18])([CH:13]([O:14][CH3:15])[O:16][CH3:17])[C@@H:10]([OH:19])[C@H:9]([N:20]([C:28]3[CH:29]=[CH:30][C:31]([Cl:34])=[CH:32][CH:33]=3)[CH2:21][C:22]3[N:23]=[N:24][N:25]([CH3:27])[N:26]=3)[C:8]=2[CH:35]=1, predict the reactants needed to synthesize it. The reactants are: [N+:1]([C:4]1[CH:5]=[CH:6][C:7]2[O:12][C@:11]([CH3:18])([CH:13]([O:16][CH3:17])[O:14][CH3:15])[C@@H:10]([OH:19])[C@H:9]([N:20]([C:28]3[CH:33]=[CH:32][C:31]([Cl:34])=[CH:30][CH:29]=3)[CH2:21][C:22]3[N:23]=[N:24][N:25]([CH3:27])[N:26]=3)[C:8]=2[CH:35]=1)([O-])=O.[BH4-].[Na+].C(OCC)(=O)C.